From a dataset of Forward reaction prediction with 1.9M reactions from USPTO patents (1976-2016). Predict the product of the given reaction. (1) Given the reactants [F:1][C:2]1[CH:7]=[CH:6][C:5]([C:8]([C:10]2[CH:19]=[C:18]([NH:20][C:21]3[CH:25]=[C:24]([CH3:26])[NH:23][N:22]=3)[C:17]3[C:12](=[CH:13][CH:14]=[CH:15][CH:16]=3)[N:11]=2)=[O:9])=[CH:4][CH:3]=1.[CH2:27](O)[CH2:28][OH:29].O.C1(C)C=CC(S(O)(=O)=O)=CC=1, predict the reaction product. The product is: [F:1][C:2]1[CH:7]=[CH:6][C:5]([C:8]2([C:10]3[CH:19]=[C:18]([NH:20][C:21]4[CH:25]=[C:24]([CH3:26])[NH:23][N:22]=4)[C:17]4[C:12](=[CH:13][CH:14]=[CH:15][CH:16]=4)[N:11]=3)[O:29][CH2:28][CH2:27][O:9]2)=[CH:4][CH:3]=1. (2) Given the reactants Br[C:2]#[C:3][C:4]1[CH:9]=[CH:8][CH:7]=[CH:6][CH:5]=1.C(=O)([O-])[O-].[K+].[K+].C1(P(C2C=CC=CC=2)C2C=CC=CC=2)C=CC=CC=1.[CH3:35][C:36]([OH:40])([C:38]#[CH:39])[CH3:37], predict the reaction product. The product is: [CH3:35][C:36]([OH:40])([C:38]#[C:39][C:2]#[C:3][C:4]1[CH:9]=[CH:8][CH:7]=[CH:6][CH:5]=1)[CH3:37]. (3) Given the reactants [N:1]12[CH2:8][CH2:7][CH:4]([CH2:5][CH2:6]1)[CH:3]([O:9][C:10](=[O:19])[NH:11][C:12]1[CH:17]=[CH:16][CH:15]=[CH:14][C:13]=1Br)[CH2:2]2.[CH3:20][O:21][C:22]1[CH:23]=[C:24](B(O)O)[CH:25]=[CH:26][CH:27]=1, predict the reaction product. The product is: [N:1]12[CH2:8][CH2:7][CH:4]([CH2:5][CH2:6]1)[CH:3]([O:9][C:10](=[O:19])[NH:11][C:12]1[CH:17]=[CH:16][CH:15]=[CH:14][C:13]=1[C:26]1[CH:25]=[CH:24][CH:23]=[C:22]([O:21][CH3:20])[CH:27]=1)[CH2:2]2. (4) Given the reactants [Cl-].CS(C)=O.[CH2:6]([O:13][C@H:14]1[C@H:19]([O:20][CH2:21][C:22]2[CH:27]=[CH:26][CH:25]=[CH:24][CH:23]=2)[C@@H:18]([O:28][CH2:29][C:30]2[CH:35]=[CH:34][CH:33]=[CH:32][CH:31]=2)[C@H:17]([C:36]2[CH:41]=[CH:40][C:39]([Cl:42])=[C:38]([CH2:43][C:44]3[CH:49]=[CH:48][C:47]([O:50][CH2:51][CH3:52])=[CH:46][CH:45]=3)[CH:37]=2)[O:16][C@@H:15]1[CH2:53][OH:54])[C:7]1[CH:12]=[CH:11][CH:10]=[CH:9][CH:8]=1.C(N(CC)CC)C.[OH-:62].[Na+].[CH2:64]=O.Cl, predict the reaction product. The product is: [CH2:6]([O:13][C@H:14]1[C@H:19]([O:20][CH2:21][C:22]2[CH:23]=[CH:24][CH:25]=[CH:26][CH:27]=2)[C@@H:18]([O:28][CH2:29][C:30]2[CH:35]=[CH:34][CH:33]=[CH:32][CH:31]=2)[C@H:17]([C:36]2[CH:41]=[CH:40][C:39]([Cl:42])=[C:38]([CH2:43][C:44]3[CH:45]=[CH:46][C:47]([O:50][CH2:51][CH3:52])=[CH:48][CH:49]=3)[CH:37]=2)[O:16][C:15]1([CH2:64][OH:62])[CH2:53][OH:54])[C:7]1[CH:8]=[CH:9][CH:10]=[CH:11][CH:12]=1. (5) The product is: [CH:1]1([CH2:4][O:5][C:6]2[CH:14]=[CH:13][C:9]3[O:10][CH2:11][O:12][C:8]=3[C:7]=2[C:15]2[C:16]3[NH:23][C:22]([CH3:24])=[C:21]([C:25]([NH:38][C@@H:39]([CH2:69][C:70]4[CH:71]=[CH:72][C:73]([O:76][CH3:77])=[CH:74][CH:75]=4)[C:40]([N:42]4[CH2:43][CH2:44][CH:45]([N:48]5[N:57]=[C:56]([C:58]6[CH:63]=[CH:62][C:61]([O:64][CH3:65])=[C:60]([O:66][CH3:67])[CH:59]=6)[C@@H:55]6[C@@H:50]([CH2:51][CH2:52][CH2:53][CH2:54]6)[C:49]5=[O:68])[CH2:46][CH2:47]4)=[O:41])=[O:26])[C:17]=3[N:18]=[CH:19][N:20]=2)[CH2:2][CH2:3]1. Given the reactants [CH:1]1([CH2:4][O:5][C:6]2[CH:14]=[CH:13][C:9]3[O:10][CH2:11][O:12][C:8]=3[C:7]=2[C:15]2[C:16]3[NH:23][C:22]([CH3:24])=[C:21]([C:25](O)=[O:26])[C:17]=3[N:18]=[CH:19][N:20]=2)[CH2:3][CH2:2]1.CCN(C(C)C)C(C)C.Cl.[NH2:38][C@H:39]([CH2:69][C:70]1[CH:75]=[CH:74][C:73]([O:76][CH3:77])=[CH:72][CH:71]=1)[C:40]([N:42]1[CH2:47][CH2:46][CH:45]([N:48]2[N:57]=[C:56]([C:58]3[CH:63]=[CH:62][C:61]([O:64][CH3:65])=[C:60]([O:66][CH3:67])[CH:59]=3)[C@@H:55]3[C@@H:50]([CH2:51][CH2:52][CH2:53][CH2:54]3)[C:49]2=[O:68])[CH2:44][CH2:43]1)=[O:41].CCOC(C(C#N)=NOC(N1CCOCC1)=[N+](C)C)=O.F[P-](F)(F)(F)(F)F.C(=O)(O)[O-].[Na+], predict the reaction product. (6) The product is: [CH:7]1([N:8]([C:20]([C:22]2[C:31]([NH:32][C:33]([NH:35][C:36]3[C:37]([CH3:43])=[CH:38][CH:39]=[CH:40][C:41]=3[CH3:42])=[O:34])=[CH:30][C:29]3[C:24](=[CH:25][CH:26]=[CH:27][CH:28]=3)[CH:23]=2)=[O:21])[CH2:9][C:10]([OH:12])=[O:11])[CH2:4][CH2:3][CH2:2][CH2:1]1. Given the reactants [CH:1]1([CH2:7][N:8]([C:20]([C:22]2[C:31]([NH:32][C:33]([NH:35][C:36]3[C:41]([CH3:42])=[CH:40][CH:39]=[CH:38][C:37]=3[CH3:43])=[O:34])=[CH:30][C:29]3[C:24](=[CH:25][CH:26]=[CH:27][CH:28]=3)[CH:23]=2)=[O:21])[CH2:9][C:10]([O:12]CC2C=CC=CC=2)=[O:11])CC[CH2:4][CH2:3][CH2:2]1, predict the reaction product. (7) Given the reactants [CH3:1][N:2]1[CH2:6][CH2:5][CH2:4][CH:3]1[CH2:7][O:8][C:9]1[CH:10]=[C:11]([NH2:15])[CH:12]=[CH:13][CH:14]=1.CS([C:19]1[N:24]=[CH:23][C:22]2=[CH:25][CH:26]=[C:27]([C:28]3[CH:29]=[N:30][N:31]([CH3:33])[CH:32]=3)[N:21]2[N:20]=1)=O, predict the reaction product. The product is: [CH3:33][N:31]1[CH:32]=[C:28]([C:27]2[N:21]3[C:22]([CH:23]=[N:24][C:19]([NH:15][C:11]4[CH:12]=[CH:13][CH:14]=[C:9]([O:8][CH2:7][CH:3]5[CH2:4][CH2:5][CH2:6][N:2]5[CH3:1])[CH:10]=4)=[N:20]3)=[CH:25][CH:26]=2)[CH:29]=[N:30]1.